Task: Predict the reactants needed to synthesize the given product.. Dataset: Retrosynthesis with 50K atom-mapped reactions and 10 reaction types from USPTO (1) Given the product C=Cc1cc(C)cc(C)c1CC(=O)N(O)C1(C(=O)OC)CCN(OC)CC1, predict the reactants needed to synthesize it. The reactants are: C=Cc1cc(C)cc(C)c1CC(=O)Cl.COC(=O)C1(NO)CCN(OC)CC1. (2) Given the product O=C(O)c1ccc(CSc2ccccc2)cc1Nc1ccc(F)cc1, predict the reactants needed to synthesize it. The reactants are: COC(=O)c1ccc(CSc2ccccc2)cc1Nc1ccc(F)cc1. (3) Given the product COc1c(C)cnc(CN(C)Cc2cc(O)nc(-c3ccccn3)n2)c1C, predict the reactants needed to synthesize it. The reactants are: CNCc1ncc(C)c(OC)c1C.Oc1cc(CCl)nc(-c2ccccn2)n1. (4) Given the product Cn1c(=O)[nH]c2nc(-c3nn(Cc4ccccc4F)c4ncccc34)nc(N3CCC3)c21, predict the reactants needed to synthesize it. The reactants are: C1CNC1.Cn1c(=O)[nH]c2nc(-c3nn(Cc4ccccc4F)c4ncccc34)nc(I)c21. (5) Given the product CC(=O)c1ncc(Cn2ncc(NC(=O)c3ncoc3-c3ccccc3)n2)o1, predict the reactants needed to synthesize it. The reactants are: CC(O)c1ncc(Cn2ncc(NC(=O)c3ncoc3-c3ccccc3)n2)o1.